This data is from Reaction yield outcomes from USPTO patents with 853,638 reactions. The task is: Predict the reaction yield, written as a fraction of the theoretical maximum amount of product (1.0 means a 100% yield; for example, 0.34 means a 34% yield). (1) No catalyst specified. The reactants are [NH:1]1[C:9]2[C:4](=[CH:5][C:6]([NH:10][C:11]3[C:20]4[C:15](=[CH:16][C:17]([O:29][CH3:30])=[CH:18][C:19]=4[O:21][CH:22]4[CH2:27][CH2:26][N:25]([CH3:28])[CH2:24][CH2:23]4)[N:14]=[CH:13][N:12]=3)=[CH:7][CH:8]=2)[CH:3]=[CH:2]1.[F:31][C:32]1[CH:39]=[CH:38][CH:37]=[CH:36][C:33]=1[CH2:34]Cl. The yield is 0.0500. The product is [F:31][C:32]1[CH:39]=[CH:38][CH:37]=[CH:36][C:33]=1[CH2:34][N:1]1[C:9]2[C:4](=[CH:5][C:6]([NH:10][C:11]3[C:20]4[C:15](=[CH:16][C:17]([O:29][CH3:30])=[CH:18][C:19]=4[O:21][CH:22]4[CH2:23][CH2:24][N:25]([CH3:28])[CH2:26][CH2:27]4)[N:14]=[CH:13][N:12]=3)=[CH:7][CH:8]=2)[CH:3]=[CH:2]1. (2) The reactants are [C:1]([C:3]1[CH:7]=[C:6]([C:8]2[CH:13]=[CH:12][C:11]([CH2:14][NH2:15])=[CH:10][CH:9]=2)[N:5]([C:16]2[CH:21]=[CH:20][C:19]([O:22][CH3:23])=[CH:18][CH:17]=2)[N:4]=1)#[N:2].C[Si]([N:28]=[C:29]=[O:30])(C)C.CCN(CC)CC.O. The catalyst is C(Cl)Cl.C(Cl)(Cl)Cl. The product is [C:1]([C:3]1[CH:7]=[C:6]([C:8]2[CH:9]=[CH:10][C:11]([CH2:14][NH:15][C:29]([NH2:28])=[O:30])=[CH:12][CH:13]=2)[N:5]([C:16]2[CH:17]=[CH:18][C:19]([O:22][CH3:23])=[CH:20][CH:21]=2)[N:4]=1)#[N:2]. The yield is 0.520. (3) The reactants are [C:1]([C:3]1[CH:19]=[CH:18][C:6]([O:7][C:8]2[CH:9]=[CH:10][C:11]3[B:15]([OH:16])[O:14][CH2:13][C:12]=3[CH:17]=2)=[CH:5][C:4]=1[OH:20])#[N:2].[H-].[Na+].Br[CH2:24][C:25]([O:27][CH2:28][CH3:29])=[O:26]. The catalyst is C1COCC1. The product is [CH2:28]([O:27][C:25](=[O:26])[CH2:24][O:20][C:4]1[CH:5]=[C:6]([O:7][C:8]2[CH:9]=[CH:10][C:11]3[B:15]([OH:16])[O:14][CH2:13][C:12]=3[CH:17]=2)[CH:18]=[CH:19][C:3]=1[C:1]#[N:2])[CH3:29]. The yield is 0.810. (4) The reactants are [Cl:1][C:2]1[C:7]([N+:8]([O-])=O)=[CH:6][CH:5]=[CH:4][C:3]=1[CH3:11]. The catalyst is C(O)(=O)C.[Fe]. The product is [Cl:1][C:2]1[C:3]([CH3:11])=[CH:4][CH:5]=[CH:6][C:7]=1[NH2:8]. The yield is 0.600.